From a dataset of Reaction yield outcomes from USPTO patents with 853,638 reactions. Predict the reaction yield, written as a fraction of the theoretical maximum amount of product (1.0 means a 100% yield; for example, 0.34 means a 34% yield). The reactants are [N:1]1[CH:6]=[CH:5][CH:4]=[CH:3][C:2]=1[C:7]1[C:8](C(O)=O)=[C:9]2[CH2:14][CH2:13][CH2:12][N:10]2[N:11]=1.C(=O)(O)[O-].[Na+].[Br:23]NC(=O)CCC(N)=O. The catalyst is CN(C=O)C.O.C(OCC)(=O)C. The product is [Br:23][C:8]1[C:7]([C:2]2[CH:3]=[CH:4][CH:5]=[CH:6][N:1]=2)=[N:11][N:10]2[CH2:12][CH2:13][CH2:14][C:9]=12. The yield is 0.700.